Dataset: Reaction yield outcomes from USPTO patents with 853,638 reactions. Task: Predict the reaction yield, written as a fraction of the theoretical maximum amount of product (1.0 means a 100% yield; for example, 0.34 means a 34% yield). (1) The reactants are [Cl:1][C:2]1[N:7]=[N:6][C:5]([NH2:8])=[CH:4][CH:3]=1.Cl[CH2:10][C:11]([NH:13][C:14](=[O:18])[O:15][CH2:16][CH3:17])=O.P([O-])([O-])(O)=O.[Na+].[Na+].O. The catalyst is CN(C)C(=O)C. The product is [Cl:1][C:2]1[CH:3]=[CH:4][C:5]2[N:6]([CH:10]=[C:11]([NH:13][C:14](=[O:18])[O:15][CH2:16][CH3:17])[N:8]=2)[N:7]=1. The yield is 0.520. (2) The reactants are [CH3:1][C:2]1[CH:10]=[CH:9][CH:8]=[C:7]([CH3:11])[C:3]=1[C:4]([OH:6])=O.[NH2:12][CH:13]([C:20]1(CN)[CH2:24][CH2:23][CH2:22][CH2:21]1)[C:14]1[CH:19]=[CH:18][CH:17]=[CH:16][CH:15]=1.[CH3:27][N:28](C(ON1N=NC2C=CC=NC1=2)=[N+](C)C)C.F[P-](F)(F)(F)(F)F. The catalyst is CN(C=O)C.CCN(C(C)C)C(C)C. The product is [CH3:11][C:7]1[CH:8]=[CH:9][CH:10]=[C:2]([CH3:1])[C:3]=1[C:4]([NH:12][CH:13]([C:20]1([NH:28][CH3:27])[CH2:21][CH2:22][CH2:23][CH2:24]1)[C:14]1[CH:15]=[CH:16][CH:17]=[CH:18][CH:19]=1)=[O:6]. The yield is 0.760. (3) The reactants are [CH3:1][CH:2]1[CH2:7][CH2:6][CH2:5][CH2:4][CH:3]1[NH:8][C:9]1[C:10]2[N:11]([CH:17]=[CH:18][CH:19]=2)[N:12]=[CH:13][C:14]=1[C:15]#[N:16].[NH4+].[OH-:21].OO. The catalyst is CCO. The product is [CH3:1][CH:2]1[CH2:7][CH2:6][CH2:5][CH2:4][CH:3]1[NH:8][C:9]1[C:10]2[N:11]([CH:17]=[CH:18][CH:19]=2)[N:12]=[CH:13][C:14]=1[C:15]([NH2:16])=[O:21]. The yield is 0.690. (4) The reactants are [C:1]([O:5][C:6](=[O:22])[NH:7][CH2:8][CH2:9][C:10](=[C:12]1C(=O)O[C:15](C)([CH3:19])[O:14][C:13]1=[O:21])[OH:11])([CH3:4])([CH3:3])[CH3:2]. The catalyst is C(O)C. The product is [CH2:15]([O:14][C:13](=[O:21])[CH2:12][C:10](=[O:11])[CH2:9][CH2:8][NH:7][C:6]([O:5][C:1]([CH3:3])([CH3:2])[CH3:4])=[O:22])[CH3:19]. The yield is 0.870.